This data is from Forward reaction prediction with 1.9M reactions from USPTO patents (1976-2016). The task is: Predict the product of the given reaction. (1) Given the reactants Br[C:2]1[N:7]=[C:6]([C@@H:8]([NH:18][C:19]([O:21][C:22]([CH3:25])([CH3:24])[CH3:23])=[O:20])[CH2:9][C:10]2[CH:15]=[C:14]([F:16])[CH:13]=[C:12]([F:17])[CH:11]=2)[C:5]([B:26]([OH:28])[OH:27])=[CH:4][CH:3]=1.[CH3:29][C:30]([OH:34])([C:32]#[CH:33])[CH3:31].C(N(CC)CC)C, predict the reaction product. The product is: [C:22]([O:21][C:19]([NH:18][C@H:8]([C:6]1[C:5]([B:26]([OH:28])[OH:27])=[CH:4][CH:3]=[C:2]([C:33]#[C:32][C:30]([OH:34])([CH3:31])[CH3:29])[N:7]=1)[CH2:9][C:10]1[CH:15]=[C:14]([F:16])[CH:13]=[C:12]([F:17])[CH:11]=1)=[O:20])([CH3:25])([CH3:24])[CH3:23]. (2) Given the reactants [C:1]1(=O)[C:10]2[C:5](=[CH:6][CH:7]=[CH:8][CH:9]=2)[CH2:4][CH2:3][O:2]1.S(Cl)([Cl:14])=O.[CH3:16][OH:17], predict the reaction product. The product is: [CH3:16][O:17][C:3](=[O:2])[CH2:4][C:5]1[CH:6]=[CH:7][CH:8]=[CH:9][C:10]=1[CH2:1][Cl:14]. (3) Given the reactants [CH3:1][Si:2]([CH3:20])([CH3:19])[CH2:3][CH2:4][O:5][C:6](=[O:18])[NH:7][C:8]1[CH:13]=[CH:12][C:11]([CH:14](O)[CH3:15])=[C:10]([Cl:17])[CH:9]=1.C1(P(C2C=CC=CC=2)C2C=CC=CC=2)C=CC=CC=1.[NH:40]=[N+:41]=[N-:42].N(C(OCC)=O)=NC(OCC)=O, predict the reaction product. The product is: [CH3:1][Si:2]([CH3:20])([CH3:19])[CH2:3][CH2:4][O:5][C:6](=[O:18])[NH:7][C:8]1[CH:13]=[CH:12][C:11]([CH:14]([N:40]=[N+:41]=[N-:42])[CH3:15])=[C:10]([Cl:17])[CH:9]=1. (4) Given the reactants CO[CH:3]=[C:4]1[C:13]2[C:8](=[CH:9][CH:10]=[C:11]([O:14][CH2:15][CH2:16][N:17]3[CH2:22][CH2:21][O:20][CH2:19][CH2:18]3)[CH:12]=2)[C:7](=[O:23])[NH:6][C:5]1=[O:24].[CH3:25][N:26]1[CH2:31][CH2:30][N:29]([C:32]2[CH:37]=[CH:36][C:35]([NH2:38])=[CH:34][CH:33]=2)[CH2:28][CH2:27]1, predict the reaction product. The product is: [CH3:25][N:26]1[CH2:27][CH2:28][N:29]([C:32]2[CH:37]=[CH:36][C:35]([NH:38][CH:3]=[C:4]3[C:13]4[C:8](=[CH:9][CH:10]=[C:11]([O:14][CH2:15][CH2:16][N:17]5[CH2:18][CH2:19][O:20][CH2:21][CH2:22]5)[CH:12]=4)[C:7](=[O:23])[NH:6][C:5]3=[O:24])=[CH:34][CH:33]=2)[CH2:30][CH2:31]1. (5) Given the reactants [F:1][C:2]([F:22])([F:21])[C:3]1[C:11]2[CH2:10][CH2:9][CH2:8][CH2:7][C:6]=2[N:5]([CH2:12][C:13]2[S:14][CH:15]=[C:16]([C:18](O)=[O:19])[N:17]=2)[N:4]=1.CCN=C=N[CH2:28][CH2:29][CH2:30][N:31]([CH3:33])C.C1C=CC2N(O)N=NC=2C=1.N1CCCC1, predict the reaction product. The product is: [N:31]1([C:18]([C:16]2[N:17]=[C:13]([CH2:12][N:5]3[C:6]4[CH2:7][CH2:8][CH2:9][CH2:10][C:11]=4[C:3]([C:2]([F:21])([F:1])[F:22])=[N:4]3)[S:14][CH:15]=2)=[O:19])[CH2:30][CH2:29][CH2:28][CH2:33]1.